Dataset: CYP3A4 inhibition data for predicting drug metabolism from PubChem BioAssay. Task: Regression/Classification. Given a drug SMILES string, predict its absorption, distribution, metabolism, or excretion properties. Task type varies by dataset: regression for continuous measurements (e.g., permeability, clearance, half-life) or binary classification for categorical outcomes (e.g., BBB penetration, CYP inhibition). Dataset: cyp3a4_veith. (1) The drug is O=C(CCC(=O)c1cccs1)OCC(=O)N1CCN(C(=O)c2ccco2)CC1. The result is 0 (non-inhibitor). (2) The compound is COc1cccc(/C=N/NC(=O)c2c(-c3ccccc3)noc2C)c1. The result is 0 (non-inhibitor). (3) The compound is Fc1ccc(Nc2ccnc(-c3ccc4c(c3)OCO4)n2)cc1. The result is 1 (inhibitor). (4) The drug is Cc1cccc(OCC(=O)NNC(=O)CSc2ncc(C#N)c(N)n2)c1. The result is 1 (inhibitor). (5) The drug is CCOc1ccccc1NC(=O)CCn1c(=O)oc2ccccc21. The result is 1 (inhibitor). (6) The molecule is CC1=CC(=O)CC(C)(C)[C@]1(O)/C=C\C(C)=C\C(=O)O. The result is 0 (non-inhibitor). (7) The compound is C=CCn1c(SCC(=O)N2CCc3ccccc3C2)nc2ccccc2c1=O. The result is 1 (inhibitor). (8) The molecule is O=C(O)[C@@H](O)Cc1ccccn1. The result is 0 (non-inhibitor).